From a dataset of Forward reaction prediction with 1.9M reactions from USPTO patents (1976-2016). Predict the product of the given reaction. (1) Given the reactants [Cl:1][C:2]1[CH:8]=[CH:7][C:5]([OH:6])=[CH:4][C:3]=1[OH:9].C(N(CC)CC)C.[C:17](Cl)(=[O:20])[CH:18]=[CH2:19].[CH2:22]1C[O:25][CH2:24][CH2:23]1, predict the reaction product. The product is: [C:17]([O:6][C:5]1[CH:7]=[CH:8][C:2]([Cl:1])=[C:3]([O:9][C:24](=[O:25])[CH:23]=[CH2:22])[CH:4]=1)(=[O:20])[CH:18]=[CH2:19]. (2) Given the reactants F[C:2]1[CH:7]=[CH:6][C:5]([N+:8]([O-:10])=[O:9])=[CH:4][C:3]=1[F:11].[CH3:12][O:13][C:14]1[CH:19]=[CH:18][C:17]([N:20]2[CH2:25][CH2:24][NH:23][CH2:22][CH2:21]2)=[CH:16][CH:15]=1, predict the reaction product. The product is: [F:11][C:3]1[CH:4]=[C:5]([N+:8]([O-:10])=[O:9])[CH:6]=[CH:7][C:2]=1[N:23]1[CH2:22][CH2:21][N:20]([C:17]2[CH:16]=[CH:15][C:14]([O:13][CH3:12])=[CH:19][CH:18]=2)[CH2:25][CH2:24]1. (3) The product is: [CH2:1]([O:8][C:9]1[C:10]([C:16](=[O:18])[CH3:17])=[N:11][C:12]([Cl:15])=[CH:13][CH:14]=1)[C:2]1[CH:7]=[CH:6][CH:5]=[CH:4][CH:3]=1. Given the reactants [CH2:1]([O:8][C:9]1[C:10]([CH:16]([OH:18])[CH3:17])=[N:11][C:12]([Cl:15])=[CH:13][CH:14]=1)[C:2]1[CH:7]=[CH:6][CH:5]=[CH:4][CH:3]=1.C[N+]1([O-])CCOCC1, predict the reaction product. (4) Given the reactants [CH2:1]([O:8][C:9]1[C:10](=[O:25])[C:11]([C:20]2[S:21][CH:22]=[CH:23][N:24]=2)=[CH:12][N:13]2[CH2:18][CH2:17][NH:16][C:15](=[O:19])[C:14]=12)[C:2]1[CH:7]=[CH:6][CH:5]=[CH:4][CH:3]=1.[C:26]1([CH2:32][CH2:33][CH2:34]Br)[CH:31]=[CH:30][CH:29]=[CH:28][CH:27]=1.[H-].[Na+].S([O-])(O)(=O)=O.[K+], predict the reaction product. The product is: [CH2:1]([O:8][C:9]1[C:10](=[O:25])[C:11]([C:20]2[S:21][CH:22]=[CH:23][N:24]=2)=[CH:12][N:13]2[CH2:18][CH2:17][N:16]([CH2:34][CH2:33][CH2:32][C:26]3[CH:31]=[CH:30][CH:29]=[CH:28][CH:27]=3)[C:15](=[O:19])[C:14]=12)[C:2]1[CH:7]=[CH:6][CH:5]=[CH:4][CH:3]=1. (5) Given the reactants [NH2:1][C:2]1[CH:7]=[CH:6][C:5]([N+:8]([O-:10])=[O:9])=[CH:4][C:3]=1[OH:11].C(=O)([O-])[O-].[K+].[K+].Cl[CH2:19][O:20][CH3:21], predict the reaction product. The product is: [CH3:19][O:20][CH2:21][O:11][C:3]1[CH:4]=[C:5]([N+:8]([O-:10])=[O:9])[CH:6]=[CH:7][C:2]=1[NH2:1]. (6) Given the reactants [CH:1]1(/[C:4](/[CH:11]=[CH:12]/[C:13]2([OH:28])[C:25]3([CH3:26])[CH:23]([CH2:24]3)[C:16]3(OC(C)C(C)[O:17]3)[CH:15]=[C:14]2[CH3:27])=[CH:5]/[C:6]([O:8][CH2:9][CH3:10])=[O:7])[CH2:3][CH2:2]1.O, predict the reaction product. The product is: [CH:1]1(/[C:4](/[CH:11]=[CH:12]/[C:13]2([OH:28])[C:14]([CH3:27])=[CH:15][C:16](=[O:17])[CH:23]3[C:25]2([CH3:26])[CH2:24]3)=[CH:5]/[C:6]([O:8][CH2:9][CH3:10])=[O:7])[CH2:3][CH2:2]1.